This data is from Forward reaction prediction with 1.9M reactions from USPTO patents (1976-2016). The task is: Predict the product of the given reaction. (1) Given the reactants C(OC(=O)[NH:7][C:8]1[CH:13]=[CH:12][CH:11]=[CH:10][C:9]=1[NH:14][C:15]([C:17]1[S:21][C:20]2[CH:22]=[CH:23][C:24]([O:26][CH2:27][CH2:28][N:29]3[CH2:34][CH2:33][O:32][CH2:31][CH2:30]3)=[CH:25][C:19]=2[CH:18]=1)=[O:16])(C)(C)C.NC1C=CC=CC=1NC(C1SC2C=CC(OCCN(C)C)=CC=2C=1)=O, predict the reaction product. The product is: [NH2:7][C:8]1[CH:13]=[CH:12][CH:11]=[CH:10][C:9]=1[NH:14][C:15]([C:17]1[S:21][C:20]2[CH:22]=[CH:23][C:24]([O:26][CH2:27][CH2:28][N:29]3[CH2:30][CH2:31][O:32][CH2:33][CH2:34]3)=[CH:25][C:19]=2[CH:18]=1)=[O:16]. (2) Given the reactants [NH2:1][C:2]1[CH:3]=[C:4]([C:12]([O:14][CH3:15])=[O:13])[CH:5]=[C:6]([C:8]([O:10][CH3:11])=[O:9])[CH:7]=1.Cl[C:17]1[C:26]2[C:21](=[CH:22][C:23]([Cl:27])=[CH:24][CH:25]=2)[N:20]=[CH:19][CH:18]=1, predict the reaction product. The product is: [Cl:27][C:23]1[CH:22]=[C:21]2[C:26]([C:17]([NH:1][C:2]3[CH:3]=[C:4]([C:12]([O:14][CH3:15])=[O:13])[CH:5]=[C:6]([C:8]([O:10][CH3:11])=[O:9])[CH:7]=3)=[CH:18][CH:19]=[N:20]2)=[CH:25][CH:24]=1. (3) Given the reactants [OH:1][C:2]1[CH:7]=[CH:6][C:5]([CH:8]([C:14]#[C:15][CH3:16])[CH2:9][C:10]([O:12]C)=[O:11])=[CH:4][CH:3]=1.[Cl-].[Mg+2].[Cl-].[CH2:20]=[O:21].Cl, predict the reaction product. The product is: [CH:20]([C:3]1[CH:4]=[C:5]([CH:8]([C:14]#[C:15][CH3:16])[CH2:9][C:10]([OH:12])=[O:11])[CH:6]=[CH:7][C:2]=1[OH:1])=[O:21].